This data is from Reaction yield outcomes from USPTO patents with 853,638 reactions. The task is: Predict the reaction yield, written as a fraction of the theoretical maximum amount of product (1.0 means a 100% yield; for example, 0.34 means a 34% yield). (1) The reactants are [Br:1][C:2]1[CH:14]=[CH:13][C:12]2[C:11]3[C:6](=[CH:7][C:8]([Br:15])=[CH:9][CH:10]=3)[NH:5][C:4]=2[CH:3]=1.I[C:17]1[CH:22]=[CH:21][CH:20]=[CH:19][CH:18]=1.C(=O)([O-])[O-].[K+].[K+]. The catalyst is [Cu].CN(C)C=O. The product is [Br:1][C:2]1[CH:14]=[CH:13][C:12]2[C:11]3[C:6](=[CH:7][C:8]([Br:15])=[CH:9][CH:10]=3)[N:5]([C:17]3[CH:22]=[CH:21][CH:20]=[CH:19][CH:18]=3)[C:4]=2[CH:3]=1. The yield is 0.780. (2) The reactants are [N+:1]([C:4]1[CH:17]=[CH:16][C:7]([O:8][CH2:9][CH2:10][O:11][CH2:12][C:13](O)=[O:14])=[CH:6][CH:5]=1)([O-:3])=[O:2].CN.[CH3:20][N:21](C(ON1N=NC2C=CC=NC1=2)=[N+](C)C)C.F[P-](F)(F)(F)(F)F. The catalyst is C1COCC1. The product is [CH3:20][NH:21][C:13](=[O:14])[CH2:12][O:11][CH2:10][CH2:9][O:8][C:7]1[CH:16]=[CH:17][C:4]([N+:1]([O-:3])=[O:2])=[CH:5][CH:6]=1. The yield is 0.800.